This data is from Forward reaction prediction with 1.9M reactions from USPTO patents (1976-2016). The task is: Predict the product of the given reaction. (1) Given the reactants [ClH:1].O1CCOCC1.[N:8]1(C(OC(C)(C)C)=O)[CH2:13][CH2:12][CH:11]([C:14]([O:16][CH2:17][CH2:18][CH2:19][CH:20]2[O:24][CH2:23][CH2:22][O:21]2)=[O:15])[CH2:10][CH2:9]1, predict the reaction product. The product is: [ClH:1].[NH:8]1[CH2:13][CH2:12][CH:11]([C:14]([O:16][CH2:17][CH2:18][CH2:19][CH:20]2[O:21][CH2:22][CH2:23][O:24]2)=[O:15])[CH2:10][CH2:9]1. (2) Given the reactants [N:1]1[CH:6]=[CH:5][C:4]([CH2:7]C#N)=[CH:3][CH:2]=1.C(OC([N:19]([CH3:21])[CH3:20])N(C)C)(C)(C)C.C[NH:23][CH3:24].[C:25](O)(C)(C)C, predict the reaction product. The product is: [CH3:21][N:19]([CH:7]=[C:4]1[CH:3]=[CH:2][N:1]=[C:6]([CH2:25][C:24]#[N:23])[CH2:5]1)[CH3:20]. (3) Given the reactants OC1C=CC([CH2:8][CH:9]([C:12]2[CH:17]=[CH:16][CH:15]=[CH:14][CH:13]=2)[C:10]#[N:11])=CC=1.[CH3:18][C:19]1[O:23][C:22]([C:24]2[CH:29]=[CH:28][CH:27]=[CH:26][CH:25]=2)=[N:21][C:20]=1[CH2:30][CH2:31][OH:32], predict the reaction product. The product is: [CH3:18][C:19]1[O:23][C:22]([C:24]2[CH:29]=[CH:28][CH:27]=[CH:26][CH:25]=2)=[N:21][C:20]=1[CH2:30][CH2:31][O:32][C:15]1[CH:14]=[CH:13][C:12]([CH:9]([CH3:8])[C:10]#[N:11])=[CH:17][CH:16]=1. (4) Given the reactants I[C:2]1[CH:11]=[CH:10][CH:9]=[C:8]2[C:3]=1[CH:4]=[CH:5][C:6](Cl)=[N:7]2.[NH2:13][C@H:14]1[C:22]2[C:17](=[CH:18][CH:19]=[CH:20][CH:21]=2)[CH2:16][CH2:15]1.[NH:23]1[CH2:28][CH2:27][O:26][CH2:25][CH2:24]1, predict the reaction product. The product is: [C@H:14]1([NH:13][C:6]2[CH:5]=[CH:4][C:3]3[C:8](=[CH:9][CH:10]=[CH:11][C:2]=3[N:23]3[CH2:28][CH2:27][O:26][CH2:25][CH2:24]3)[N:7]=2)[C:22]2[C:17](=[CH:18][CH:19]=[CH:20][CH:21]=2)[CH2:16][CH2:15]1. (5) Given the reactants [C:1]([NH:8][C@H:9]([C:13]([OH:15])=[O:14])[CH:10]([CH3:12])[CH3:11])([O:3][C:4]([CH3:7])([CH3:6])[CH3:5])=[O:2].C1(N=C=NC2CCCCC2)CCCCC1.O[CH2:32][C@H:33]([CH2:46][CH2:47][O:48][C:49](=[O:67])[CH2:50][CH2:51][CH2:52][CH2:53][CH2:54][CH2:55][CH2:56][CH2:57][CH2:58][CH2:59][CH2:60][CH2:61][CH2:62][CH2:63][CH2:64][CH2:65][CH3:66])[CH2:34][N:35]1[CH:43]=[N:42][C:41]2[C:40](=[O:44])[NH:39][C:38]([NH2:45])=[N:37][C:36]1=2.CN(C)C=O, predict the reaction product. The product is: [C:1]([NH:8][C@H:9]([C:13]([O:15][CH2:32][C@H:33]([CH2:46][CH2:47][O:48][C:49](=[O:67])[CH2:50][CH2:51][CH2:52][CH2:53][CH2:54][CH2:55][CH2:56][CH2:57][CH2:58][CH2:59][CH2:60][CH2:61][CH2:62][CH2:63][CH2:64][CH2:65][CH3:66])[CH2:34][N:35]1[CH:43]=[N:42][C:41]2[C:40](=[O:44])[NH:39][C:38]([NH2:45])=[N:37][C:36]1=2)=[O:14])[CH:10]([CH3:11])[CH3:12])([O:3][C:4]([CH3:5])([CH3:7])[CH3:6])=[O:2]. (6) Given the reactants [CH2:1]([NH:8][CH:9]1[CH:13]([OH:14])[CH2:12][N:11]([C:15]2[N:24]=[C:23]3[C:18]([C:19](=[O:39])[C:20]([C:36]([OH:38])=[O:37])=[CH:21][N:22]3CC3C=CC(OC)=CC=3OC)=[CH:17][C:16]=2[F:40])[CH2:10]1)[C:2]1[CH:7]=[CH:6][CH:5]=[CH:4][CH:3]=1.CO.ClCCl.Cl, predict the reaction product. The product is: [CH2:1]([NH:8][CH:9]1[CH:13]([OH:14])[CH2:12][N:11]([C:15]2[N:24]=[C:23]3[C:18]([C:19](=[O:39])[C:20]([C:36]([OH:38])=[O:37])=[CH:21][NH:22]3)=[CH:17][C:16]=2[F:40])[CH2:10]1)[C:2]1[CH:7]=[CH:6][CH:5]=[CH:4][CH:3]=1. (7) The product is: [Si:9]([O:16][CH2:17][CH2:18][N:19]([C:7]#[N:6])[C:20]1[CH:21]=[CH:22][C:23]([NH:26][C:27]([C:29]2[CH:33]=[CH:32][S:31][C:30]=2[C:34]([NH:36][C:37]2[CH:42]=[CH:41][C:40]([Cl:43])=[CH:39][N:38]=2)=[O:35])=[O:28])=[CH:24][CH:25]=1)([C:12]([CH3:15])([CH3:13])[CH3:14])([CH3:11])[CH3:10]. Given the reactants C(=O)(O)[O-].[Na+].[N:6]#[C:7]Br.[Si:9]([O:16][CH2:17][CH2:18][NH:19][C:20]1[CH:25]=[CH:24][C:23]([NH:26][C:27]([C:29]2[CH:33]=[CH:32][S:31][C:30]=2[C:34]([NH:36][C:37]2[CH:42]=[CH:41][C:40]([Cl:43])=[CH:39][N:38]=2)=[O:35])=[O:28])=[CH:22][CH:21]=1)([C:12]([CH3:15])([CH3:14])[CH3:13])([CH3:11])[CH3:10], predict the reaction product. (8) Given the reactants [F:1][C:2]1[CH:3]=[C:4]2[C:8](=[CH:9][CH:10]=1)[N:7]([CH3:11])[CH:6]=[C:5]2[CH:12]1[CH2:16][CH2:15][C:14](=O)[CH2:13]1.[CH2:18]([NH2:25])[C:19]1[CH:24]=[CH:23][CH:22]=[CH:21][CH:20]=1, predict the reaction product. The product is: [CH2:18]([NH:25][CH:14]1[CH2:15][CH2:16][CH:12]([C:5]2[C:4]3[C:8](=[CH:9][CH:10]=[C:2]([F:1])[CH:3]=3)[N:7]([CH3:11])[CH:6]=2)[CH2:13]1)[C:19]1[CH:24]=[CH:23][CH:22]=[CH:21][CH:20]=1.